From a dataset of Full USPTO retrosynthesis dataset with 1.9M reactions from patents (1976-2016). Predict the reactants needed to synthesize the given product. (1) Given the product [CH2:18]([NH:17][C:15]([NH:14][C:11]1[S:12][C:13]2[C:5]([C:3]([NH:27][NH2:28])=[O:2])=[CH:6][C:7]([C:20]3[CH:21]=[N:22][CH:23]=[CH:24][CH:25]=3)=[CH:8][C:9]=2[N:10]=1)=[O:16])[CH3:19], predict the reactants needed to synthesize it. The reactants are: C[O:2][C:3]([C:5]1[C:13]2[S:12][C:11]([NH:14][C:15]([NH:17][CH2:18][CH3:19])=[O:16])=[N:10][C:9]=2[CH:8]=[C:7]([C:20]2[CH:21]=[N:22][CH:23]=[CH:24][CH:25]=2)[CH:6]=1)=O.O.[NH2:27][NH2:28]. (2) Given the product [Cl:27][C:22]1[CH:23]=[CH:24][CH:25]=[CH:26][C:21]=1[O:20][CH2:19][CH2:18][NH:17][C:2]1[CH:7]=[C:6]([C:8]2[CH:13]=[CH:12][CH:11]=[C:10]([CH3:14])[C:9]=2[CH3:15])[N:5]=[C:4]([NH2:16])[N:3]=1, predict the reactants needed to synthesize it. The reactants are: Cl[C:2]1[CH:7]=[C:6]([C:8]2[CH:13]=[CH:12][CH:11]=[C:10]([CH3:14])[C:9]=2[CH3:15])[N:5]=[C:4]([NH2:16])[N:3]=1.[NH2:17][CH2:18][CH2:19][O:20][C:21]1[CH:26]=[CH:25][CH:24]=[CH:23][C:22]=1[Cl:27]. (3) Given the product [F:22][CH:23]([F:40])[O:24][C:25]1[CH:26]=[CH:27][C:28]([C:29]([C:10]2[NH:6][C:7]([CH2:11][C:12]3[CH:21]=[CH:20][C:15]([C:16]([O:18][CH3:19])=[O:17])=[CH:14][CH:13]=3)=[CH:8][CH:9]=2)=[O:37])=[CH:38][CH:39]=1, predict the reactants needed to synthesize it. The reactants are: C([Mg]Cl)(C)C.[NH:6]1[CH:10]=[CH:9][CH:8]=[C:7]1[CH2:11][C:12]1[CH:21]=[CH:20][C:15]([C:16]([O:18][CH3:19])=[O:17])=[CH:14][CH:13]=1.[F:22][CH:23]([F:40])[O:24][C:25]1[CH:39]=[CH:38][C:28]([C:29](=[O:37])SC2C=CC=CN=2)=[CH:27][CH:26]=1. (4) Given the product [C:11]([O:15][C:16]([N:1]1[CH:5]=[C:4]([C:6]([OH:8])=[O:7])[CH:3]=[N:2]1)=[O:17])([CH3:14])([CH3:13])[CH3:12], predict the reactants needed to synthesize it. The reactants are: [NH:1]1[CH:5]=[C:4]([C:6]([OH:8])=[O:7])[CH:3]=[N:2]1.[OH-].[Na+].[C:11]([O:15][C:16](O[C:16]([O:15][C:11]([CH3:14])([CH3:13])[CH3:12])=[O:17])=[O:17])([CH3:14])([CH3:13])[CH3:12]. (5) Given the product [CH3:1][O:2][C:3]1[N:8]=[C:7]2[N:9]=[CH:10][N:11]([C:12]3[S:16][C:15]([C:17]([NH2:33])=[O:19])=[C:14]([O:21][CH2:22][C:23]4[CH:28]=[CH:27][CH:26]=[CH:25][C:24]=4[C:29]([F:32])([F:31])[F:30])[CH:13]=3)[C:6]2=[CH:5][CH:4]=1, predict the reactants needed to synthesize it. The reactants are: [CH3:1][O:2][C:3]1[N:8]=[C:7]2[N:9]=[CH:10][N:11]([C:12]3[S:16][C:15]([C:17]([O:19]C)=O)=[C:14]([O:21][CH2:22][C:23]4[CH:28]=[CH:27][CH:26]=[CH:25][C:24]=4[C:29]([F:32])([F:31])[F:30])[CH:13]=3)[C:6]2=[CH:5][CH:4]=1.[NH3:33]. (6) Given the product [O:1]=[C:2]1[C:10]2[C:5](=[CH:6][C:7]([CH:11]=[N:14][OH:15])=[CH:8][CH:9]=2)[CH2:4][O:3]1, predict the reactants needed to synthesize it. The reactants are: [O:1]=[C:2]1[C:10]2[C:5](=[CH:6][C:7]([CH:11]=O)=[CH:8][CH:9]=2)[CH2:4][O:3]1.Cl.[NH2:14][OH:15].[OH-].[Na+].